This data is from KCNQ2 potassium channel screen with 302,405 compounds. The task is: Binary Classification. Given a drug SMILES string, predict its activity (active/inactive) in a high-throughput screening assay against a specified biological target. (1) The compound is O(c1c(ccc(OC)c1)C(=O)/C=C\c1ccccc1)C. The result is 0 (inactive). (2) The drug is Clc1sc(c2oc(NC(=O)C3CCCCC3)nn2)cc1. The result is 0 (inactive). (3) The molecule is O=C1N(CC(CC1)C(=O)NCc1[nH]c2c(c1)cccc2)CCCN1CCCC1=O. The result is 0 (inactive). (4) The drug is S=c1n(CCCC)c(n[nH]1)c1c(occ1)C. The result is 0 (inactive). (5) The drug is O1C(C\C(=N/NC(=O)c2cccnc2)c2c1cccc2)c1ccccc1. The result is 0 (inactive). (6) The drug is s1c(Cc2ccccc2)cnc1NC(=O)C1Oc2c(OC1)cccc2. The result is 0 (inactive). (7) The molecule is N(C1CCCC1)c1ncnc2nc[nH]c12. The result is 0 (inactive). (8) The drug is Clc1cc2c(oc(c3n(c(SCc4[nH]c5c(c(=O)n4)cccc5)nn3)CC=C)c2)cc1. The result is 0 (inactive). (9) The compound is s1c(NCCn2c3c(nc2C(F)(F)F)cccc3)nc(c2ccc(cc2)C)c1. The result is 0 (inactive).